This data is from Forward reaction prediction with 1.9M reactions from USPTO patents (1976-2016). The task is: Predict the product of the given reaction. The product is: [CH:1]1([C@H:4]([NH:6][C:7]2[N:12]=[C:11]([NH:13][C@@H:14]([CH:16]3[CH2:17][CH2:18]3)[CH3:15])[N:10]=[C:9]([C:19]3[N:24]=[C:23]([C:25]#[N:27])[CH:22]=[CH:21][CH:20]=3)[N:8]=2)[CH3:5])[CH2:3][CH2:2]1. Given the reactants [CH:1]1([C@H:4]([NH:6][C:7]2[N:12]=[C:11]([NH:13][C@@H:14]([CH:16]3[CH2:18][CH2:17]3)[CH3:15])[N:10]=[C:9]([C:19]3[N:24]=[C:23]([C:25]([NH2:27])=O)[CH:22]=[CH:21][CH:20]=3)[N:8]=2)[CH3:5])[CH2:3][CH2:2]1.P(Cl)(Cl)Cl, predict the reaction product.